This data is from Forward reaction prediction with 1.9M reactions from USPTO patents (1976-2016). The task is: Predict the product of the given reaction. (1) Given the reactants [C:1]([C:4]([F:23])=[C:5]1[CH:12]2[CH2:13][C:8]3([O:15][C:16](=[O:22])[CH2:17][C:18]([CH3:21])([CH3:20])[CH3:19])[CH2:9][CH:10]([CH2:14][CH:6]1[CH2:7]3)[CH2:11]2)(O)=[O:2].[Br:24][C:25]1[C:26]([S:32]([NH2:35])(=[O:34])=[O:33])=[C:27]([Cl:31])[S:28][C:29]=1[Cl:30], predict the reaction product. The product is: [Br:24][C:25]1[C:26]([S:32]([NH:35][C:1](=[O:2])[C:4](=[C:5]2[CH:12]3[CH2:13][C:8]4([O:15][C:16](=[O:22])[CH2:17][C:18]([CH3:19])([CH3:21])[CH3:20])[CH2:9][CH:10]([CH2:14][CH:6]2[CH2:7]4)[CH2:11]3)[F:23])(=[O:33])=[O:34])=[C:27]([Cl:31])[S:28][C:29]=1[Cl:30]. (2) Given the reactants [C:1]([C:3]1[CH:11]=[CH:10][C:6]([C:7]([OH:9])=O)=[C:5]([CH3:12])[CH:4]=1)#[N:2].C(Cl)(=O)C(Cl)=O.[CH2:19]([NH2:23])[CH2:20][CH2:21][CH3:22].N1C=CC=CC=1.C(=O)([O-])O.[Na+], predict the reaction product. The product is: [CH2:19]([NH:23][C:7](=[O:9])[C:6]1[CH:10]=[CH:11][C:3]([C:1]#[N:2])=[CH:4][C:5]=1[CH3:12])[CH2:20][CH2:21][CH3:22]. (3) Given the reactants [Cl-].[Al+3].[Cl-].[Cl-].[N+:5](=[CH:7][C:8]([C:10]1[CH:15]=[CH:14][C:13]([O:16][C:17]([F:20])([F:19])[F:18])=[CH:12][CH:11]=1)=[O:9])=[N-].[CH3:21][CH2:22]OCC, predict the reaction product. The product is: [CH3:21][C:22]1[O:9][C:8]([C:10]2[CH:15]=[CH:14][C:13]([O:16][C:17]([F:20])([F:19])[F:18])=[CH:12][CH:11]=2)=[CH:7][N:5]=1. (4) Given the reactants [CH3:1][O:2][C:3]([CH2:5]P(OC)(OC)=O)=[O:4].[H-].[Na+].[F:14][C:15]([F:36])([F:35])[C:16]([C:18]1[CH:23]=[C:22]([C:24]([CH3:27])([CH3:26])[CH3:25])[CH:21]=[C:20]([C:28]([CH3:31])([CH3:30])[CH3:29])[C:19]=1[O:32][CH2:33][CH3:34])=O, predict the reaction product. The product is: [CH3:1][O:2][C:3](=[O:4])[CH:5]=[C:16]([C:18]1[CH:23]=[C:22]([C:24]([CH3:27])([CH3:25])[CH3:26])[CH:21]=[C:20]([C:28]([CH3:31])([CH3:30])[CH3:29])[C:19]=1[O:32][CH2:33][CH3:34])[C:15]([F:14])([F:35])[F:36]. (5) Given the reactants [N:1]1[CH:6]=[CH:5][CH:4]=[C:3]([CH3:7])[C:2]=1[CH3:8].OO.[C:11]([OH:14])(=[O:13])[CH3:12], predict the reaction product. The product is: [C:11]([O:14][CH2:8][C:2]1[C:3]([CH3:7])=[CH:4][CH:5]=[CH:6][N:1]=1)(=[O:13])[CH3:12].